From a dataset of Forward reaction prediction with 1.9M reactions from USPTO patents (1976-2016). Predict the product of the given reaction. Given the reactants [Br:1][C:2]1[CH:3]=[CH:4][C:5](F)=[N:6][CH:7]=1.[NH:9]1[CH2:14][CH2:13][NH:12][CH2:11][C:10]1=[O:15].C([O-])([O-])=O.[K+].[K+].O, predict the reaction product. The product is: [Br:1][C:2]1[CH:3]=[CH:4][C:5]([N:12]2[CH2:13][CH2:14][NH:9][C:10](=[O:15])[CH2:11]2)=[N:6][CH:7]=1.